This data is from Full USPTO retrosynthesis dataset with 1.9M reactions from patents (1976-2016). The task is: Predict the reactants needed to synthesize the given product. (1) The reactants are: [Br:1][C:2]1[CH:7]=[CH:6][C:5]([CH:8]([NH:21][C:22]([N:24]2[CH2:29][CH2:28][C:27]([F:31])([F:30])[CH2:26][CH2:25]2)=O)[C:9]([C@@H:11]2[CH2:16][CH2:15][CH2:14][CH2:13][C@H:12]2[C:17]([O:19][CH3:20])=[O:18])=[O:10])=[CH:4][CH:3]=1. Given the product [Br:1][C:2]1[CH:7]=[CH:6][C:5]([C:8]2[N:21]=[C:22]([N:24]3[CH2:25][CH2:26][C:27]([F:31])([F:30])[CH2:28][CH2:29]3)[O:10][C:9]=2[C@@H:11]2[CH2:16][CH2:15][CH2:14][CH2:13][C@H:12]2[C:17]([O:19][CH3:20])=[O:18])=[CH:4][CH:3]=1, predict the reactants needed to synthesize it. (2) Given the product [CH3:35][C:32]1[CH:31]=[N:30][C:29]([N:23]2[CH2:22][CH2:21][C:20]3([CH2:26][C:18]4([O:17][C:14]5=[CH:15][N:16]=[C:11]([C:8]6[CH:9]=[CH:10][C:5]([S:2]([CH3:1])(=[O:4])=[O:3])=[CH:6][CH:7]=6)[CH:12]=[C:13]5[CH2:27]4)[CH2:19]3)[CH2:25][CH2:24]2)=[N:34][CH:33]=1, predict the reactants needed to synthesize it. The reactants are: [CH3:1][S:2]([C:5]1[CH:10]=[CH:9][C:8]([C:11]2[CH:12]=[C:13]3[CH2:27][C:18]4([CH2:26][C:20]5([CH2:25][CH2:24][NH:23][CH2:22][CH2:21]5)[CH2:19]4)[O:17][C:14]3=[CH:15][N:16]=2)=[CH:7][CH:6]=1)(=[O:4])=[O:3].Br[C:29]1[N:34]=[CH:33][C:32]([CH3:35])=[CH:31][N:30]=1. (3) Given the product [NH2:15][C:14]1[N:1]([C:3]2[CH:4]=[CH:5][C:6]([CH3:9])=[N:7][CH:8]=2)[N:2]=[C:12]([C:11]([CH3:18])([CH3:17])[CH3:10])[CH:13]=1, predict the reactants needed to synthesize it. The reactants are: [NH:1]([C:3]1[CH:4]=[CH:5][C:6]([CH3:9])=[N:7][CH:8]=1)[NH2:2].[CH3:10][C:11]([CH3:18])([CH3:17])[C:12](=O)[CH2:13][C:14]#[N:15].Cl.C(=O)([O-])O.[Na+]. (4) Given the product [N:1]1([C:5]([C:7]2[CH:11]=[CH:10][N:9]([C:12]3[N:13]=[C:14]4[C:20]([C:21](=[O:26])[C:22]([CH3:24])([CH3:23])[CH3:25])=[CH:19][NH:18][C:15]4=[N:16][CH:17]=3)[CH:8]=2)=[O:6])[CH2:2][CH2:3][CH2:4]1, predict the reactants needed to synthesize it. The reactants are: [N:1]1([C:5]([C:7]2[CH:11]=[CH:10][N:9]([C:12]3[N:13]=[C:14]4[C:20]([C:21](=[O:26])[C:22]([CH3:25])([CH3:24])[CH3:23])=[CH:19][N:18](COCC[Si](C)(C)C)[C:15]4=[N:16][CH:17]=3)[CH:8]=2)=[O:6])[CH2:4][CH2:3][CH2:2]1.O.O.O.C([O-])(=O)C.[Na+].